From a dataset of CYP2C9 inhibition data for predicting drug metabolism from PubChem BioAssay. Regression/Classification. Given a drug SMILES string, predict its absorption, distribution, metabolism, or excretion properties. Task type varies by dataset: regression for continuous measurements (e.g., permeability, clearance, half-life) or binary classification for categorical outcomes (e.g., BBB penetration, CYP inhibition). Dataset: cyp2c9_veith. (1) The compound is O=C(Oc1ccccc1)N1CCC[C@@]2(CCN(c3ccncc3)C2)C1. The result is 1 (inhibitor). (2) The molecule is CCOc1ccccc1NC(=O)Nc1c(C)n(-c2ccccc2)c(=O)n1C. The result is 0 (non-inhibitor). (3) The drug is O=C1/C(=N\O)Cc2ccccc21. The result is 0 (non-inhibitor). (4) The molecule is Nc1nc(Cl)nc2c1ncn2[C@@H]1O[C@@H](COP(=O)([O-])OP(=O)([O-])OP(=O)([O-])[O-])[C@@H](O)[C@H]1O.[Na+].[Na+].[Na+].[Na+]. The result is 0 (non-inhibitor). (5) The drug is CCC(NC(=O)C1(C)CC1(Br)Br)c1ccc(C)cc1. The result is 1 (inhibitor). (6) The result is 1 (inhibitor). The molecule is Cc1cccc(NC(=O)CSc2nc3ccccc3c3nc(CCc4c(C)n[nH]c4C)nn23)c1.